Dataset: Reaction yield outcomes from USPTO patents with 853,638 reactions. Task: Predict the reaction yield, written as a fraction of the theoretical maximum amount of product (1.0 means a 100% yield; for example, 0.34 means a 34% yield). (1) The yield is 0.790. The catalyst is CO. The product is [C:2]([C:7]1[CH:8]=[CH:9][C:10]([CH2:11][NH:12][C:13]2[C:23]3[CH2:22][CH2:21][N:20]([C:24](=[O:29])[C:25]([F:27])([F:28])[F:26])[CH2:19][CH2:18][C:17]=3[CH:16]=[CH:15][C:14]=2[Cl:30])=[CH:31][CH:32]=1)(=[O:3])[CH3:1]. The reactants are [CH3:1][C:2]1([C:7]2[CH:32]=[CH:31][C:10]([CH2:11][NH:12][C:13]3[C:23]4[CH2:22][CH2:21][N:20]([C:24](=[O:29])[C:25]([F:28])([F:27])[F:26])[CH2:19][CH2:18][C:17]=4[CH:16]=[CH:15][C:14]=3[Cl:30])=[CH:9][CH:8]=2)OCC[O:3]1.Cl. (2) The reactants are [C:1]([OH:9])(=O)[CH2:2][CH2:3][CH2:4][CH2:5][CH2:6][CH3:7].C(N(C(C)C)CC)(C)C.[Si:19]([O:36][CH2:37][CH2:38][CH2:39][CH2:40][CH2:41][NH:42][CH:43]([CH3:45])[CH3:44])([C:32]([CH3:35])([CH3:34])[CH3:33])([C:26]1[CH:31]=[CH:30][CH:29]=[CH:28][CH:27]=1)[C:20]1[CH:25]=[CH:24][CH:23]=[CH:22][CH:21]=1.C(N=C=NCCCN(C)C)C. The catalyst is CN(C=O)C.CCOC(C)=O. The product is [Si:19]([O:36][CH2:37][CH2:38][CH2:39][CH2:40][CH2:41][N:42]([CH:43]([CH3:45])[CH3:44])[C:1](=[O:9])[CH2:2][CH2:3][CH2:4][CH2:5][CH2:6][CH3:7])([C:32]([CH3:34])([CH3:35])[CH3:33])([C:26]1[CH:27]=[CH:28][CH:29]=[CH:30][CH:31]=1)[C:20]1[CH:21]=[CH:22][CH:23]=[CH:24][CH:25]=1. The yield is 0.910. (3) The reactants are [C:1]([O:5][C:6]([C@@H:8]([NH:13][CH2:14][CH2:15][NH:16][CH2:17][C:18]1[N:23]=[C:22]([C:24]([O:26][CH3:27])=[O:25])[CH:21]=[CH:20][CH:19]=1)[C:9]([CH3:12])([CH3:11])[CH3:10])=[O:7])([CH3:4])([CH3:3])[CH3:2].[C:28](=O)(OC1C=CC([N+]([O-])=O)=CC=1)[O:29]C1C=CC([N+]([O-])=O)=CC=1.C(=O)(O)[O-].[Na+]. The catalyst is C1(C)C=CC=CC=1. The product is [C:1]([O:5][C:6]([C@@H:8]([N:13]1[CH2:14][CH2:15][N:16]([CH2:17][C:18]2[N:23]=[C:22]([C:24]([O:26][CH3:27])=[O:25])[CH:21]=[CH:20][CH:19]=2)[C:28]1=[O:29])[C:9]([CH3:12])([CH3:11])[CH3:10])=[O:7])([CH3:2])([CH3:3])[CH3:4]. The yield is 0.640.